This data is from Full USPTO retrosynthesis dataset with 1.9M reactions from patents (1976-2016). The task is: Predict the reactants needed to synthesize the given product. (1) Given the product [Br:6][C:7]([F:14])([F:13])[C:8]([N:1]1[CH2:5][CH2:4][CH2:3][CH2:2]1)=[O:9], predict the reactants needed to synthesize it. The reactants are: [NH:1]1[CH2:5][CH2:4][CH2:3][CH2:2]1.[Br:6][C:7]([F:14])([F:13])[C:8](OCC)=[O:9]. (2) Given the product [Cl:23][C:24]1[S:28][C:27]([C:29]2[NH:33][C:32]3[CH:34]=[CH:35][C:36]([CH2:38][C:39]([NH:42][C:43]4[CH:44]=[CH:45][C:46]([N:49]5[CH2:54][CH2:53][O:52][CH2:51][C:50]5=[O:55])=[CH:47][CH:48]=4)=[O:41])=[CH:37][C:31]=3[N:30]=2)=[CH:26][CH:25]=1, predict the reactants needed to synthesize it. The reactants are: F[B-](F)(F)F.N1(OC(N(C)C)=[N+](C)C)C2C=CC=CC=2N=N1.[Cl:23][C:24]1[S:28][C:27]([C:29]2[NH:33][C:32]3[CH:34]=[CH:35][C:36]([CH2:38][C:39]([OH:41])=O)=[CH:37][C:31]=3[N:30]=2)=[CH:26][CH:25]=1.[NH2:42][C:43]1[CH:48]=[CH:47][C:46]([N:49]2[CH2:54][CH2:53][O:52][CH2:51][C:50]2=[O:55])=[CH:45][CH:44]=1.C(=O)([O-])O.[Na+]. (3) Given the product [CH2:21]([N:13]([CH2:14][C:15]1[CH:20]=[CH:19][CH:18]=[CH:17][CH:16]=1)[CH2:2][C:3]([C@H:5]([C@@H:7]([C@@H:9]([CH2:11][OH:12])[OH:10])[OH:8])[OH:6])=[O:4])[C:22]1[CH:27]=[CH:26][CH:25]=[CH:24][CH:23]=1, predict the reactants needed to synthesize it. The reactants are: O=[CH:2][C@@H:3]([C@H:5]([C@@H:7]([C@@H:9]([CH2:11][OH:12])[OH:10])[OH:8])[OH:6])[OH:4].[NH:13]([CH2:21][C:22]1[CH:27]=[CH:26][CH:25]=[CH:24][CH:23]=1)[CH2:14][C:15]1[CH:20]=[CH:19][CH:18]=[CH:17][CH:16]=1.CC(O)=O. (4) Given the product [C:47]([OH:49])(=[O:48])[C:46]1[CH:41]=[CH:42][C:43]([OH:51])=[C:44]([OH:50])[CH:45]=1, predict the reactants needed to synthesize it. The reactants are: N[C@H](C(O)=O)CC1C2C(=CC=CC=2)NC=1.N[C@H](C(O)=O)CC1C=CC=CC=1.N[C@H](C(O)=O)CC1C=CC(O)=CC=1.[CH2:41]1[C:46]([C:47]([OH:49])=[O:48])=[CH:45][C@@H:44]([OH:50])[C@@H:43]([OH:51])[C@@H:42]1O.O=C[C@@H]([C@H]([C@@H]([C@@H](CO)O)O)O)O. (5) Given the product [C:1]([O:5][C:6](=[O:20])[NH:7][C@@H:8]([C@@H:9]1[CH2:10][O:12]1)[CH2:13][C:14]1[CH:19]=[CH:18][CH:17]=[CH:16][CH:15]=1)([CH3:4])([CH3:3])[CH3:2], predict the reactants needed to synthesize it. The reactants are: [C:1]([O:5][C:6](=[O:20])[NH:7][C@H:8]([CH2:13][C:14]1[CH:19]=[CH:18][CH:17]=[CH:16][CH:15]=1)[C@@H:9]([OH:12])[CH2:10]Cl)([CH3:4])([CH3:3])[CH3:2].[OH-].[K+]. (6) Given the product [F:1][CH:2]([F:14])[CH2:3][NH:4][C:5]1[C:6]([NH2:11])=[CH:7][CH:8]=[CH:9][CH:10]=1, predict the reactants needed to synthesize it. The reactants are: [F:1][CH:2]([F:14])[CH2:3][NH:4][C:5]1[CH:10]=[CH:9][CH:8]=[CH:7][C:6]=1[N+:11]([O-])=O.